Dataset: Forward reaction prediction with 1.9M reactions from USPTO patents (1976-2016). Task: Predict the product of the given reaction. (1) Given the reactants Br[C:2]1[CH:7]=[CH:6][C:5]([O:8][CH:9]([CH3:11])[CH3:10])=[C:4]([N+:12]([O-])=O)[CH:3]=1.[NH:15]1[CH2:20][CH2:19][CH2:18][CH2:17][CH2:16]1.[F:21][C:22]1[CH:47]=[CH:46][C:25]([C:26]([NH:28][C:29]2[S:30]C3C(N4CCOCC4)=CC=C(OC)C=3N=2)=[O:27])=[CH:24][CH:23]=1, predict the reaction product. The product is: [F:21][C:22]1[CH:47]=[CH:46][C:25]([C:26]([NH:28][C:29]2[S:30][C:3]3[C:2]([N:15]4[CH2:20][CH2:19][CH2:18][CH2:17][CH2:16]4)=[CH:7][CH:6]=[C:5]([O:8][CH:9]([CH3:11])[CH3:10])[C:4]=3[N:12]=2)=[O:27])=[CH:24][CH:23]=1. (2) Given the reactants [I:1]I.N(OC(C)(C)C)=O.N[C:11]1[CH:12]=[C:13]([C:25](=[O:27])[CH3:26])[S:14][C:15]=1[S:16][C:17]1[CH:22]=[CH:21][C:20]([Cl:23])=[CH:19][C:18]=1[Cl:24], predict the reaction product. The product is: [Cl:24][C:18]1[CH:19]=[C:20]([Cl:23])[CH:21]=[CH:22][C:17]=1[S:16][C:15]1[S:14][C:13]([C:25](=[O:27])[CH3:26])=[CH:12][C:11]=1[I:1]. (3) Given the reactants N[C:2]1[CH:7]=[CH:6][CH:5]=[C:4](OCC2COC(C)(C)O2)[C:3]=1C1C(C#N)=CC(C#N)=CN=1.CC1(C)[O:32][CH:31]([CH2:33][OH:34])[CH2:30][O:29]1.[NH2:36][C:37]1[C:42]([C:43]#[N:44])=[CH:41][C:40]([C:45]#[N:46])=[C:39](Cl)[N:38]=1.Cl, predict the reaction product. The product is: [NH2:36][C:37]1[C:42]([C:43]#[N:44])=[C:41]([C:2]2[CH:7]=[CH:6][CH:5]=[CH:4][CH:3]=2)[C:40]([C:45]#[N:46])=[C:39]([O:34][CH2:33][CH:31]([OH:32])[CH2:30][OH:29])[N:38]=1. (4) The product is: [CH2:52]([NH:51][C:50]([C:43]1[C:44]([C:46]([F:48])([F:49])[F:47])=[N:45][C:40]([NH:39][NH:38][CH2:31][C:32]2[CH:33]=[CH:34][CH:35]=[CH:36][CH:37]=2)=[N:41][CH:42]=1)=[O:59])[C:53]1[CH:58]=[CH:57][CH:56]=[CH:55][CH:54]=1. Given the reactants C(NC(C1C(C(F)(F)F)=NC(Cl)=NC=1)=O)C1C=CC=CC=1.CCN(C(C)C)C(C)C.[CH2:31]([N:38](C(OC(C)(C)C)=O)[NH:39][C:40]1[N:45]=[C:44]([C:46]([F:49])([F:48])[F:47])[C:43]([C:50](=[O:59])[NH:51][CH2:52][C:53]2[CH:58]=[CH:57][CH:56]=[CH:55][CH:54]=2)=[CH:42][N:41]=1)[C:32]1[CH:37]=[CH:36][CH:35]=[CH:34][CH:33]=1, predict the reaction product.